Dataset: Forward reaction prediction with 1.9M reactions from USPTO patents (1976-2016). Task: Predict the product of the given reaction. (1) Given the reactants [Br:1][C:2]1[C:11]([Br:12])=[C:10](I)[C:9]2[N:14]=[C:15]([NH:16][CH2:17][CH2:18][NH:19]C(=O)OC(C)(C)C)[N:7]3[C:8]=2[C:3]=1[CH2:4][CH2:5][CH2:6]3.[Cu][C:28]#[N:29].[ClH:30], predict the reaction product. The product is: [ClH:30].[NH2:19][CH2:18][CH2:17][NH:16][C:15]1[N:7]2[C:8]3[C:3]([CH2:4][CH2:5][CH2:6]2)=[C:2]([Br:1])[C:11]([Br:12])=[C:10]([C:28]#[N:29])[C:9]=3[N:14]=1. (2) Given the reactants [C:1]([C:3]1[CH:8]=[CH:7][C:6]([C:9]2[CH:10]=[N:11][N:12]([C:15]3[CH:23]=[CH:22][C:18]([C:19](O)=[O:20])=[CH:17][N:16]=3)[C:13]=2[OH:14])=[C:5]([CH3:24])[CH:4]=1)#[N:2].[CH3:25][C@H:26]([NH2:29])[CH2:27][CH3:28], predict the reaction product. The product is: [C@@H:26]([NH:29][C:19](=[O:20])[C:18]1[CH:22]=[CH:23][C:15]([N:12]2[C:13]([OH:14])=[C:9]([C:6]3[CH:7]=[CH:8][C:3]([C:1]#[N:2])=[CH:4][C:5]=3[CH3:24])[CH:10]=[N:11]2)=[N:16][CH:17]=1)([CH2:27][CH3:28])[CH3:25].